This data is from Reaction yield outcomes from USPTO patents with 853,638 reactions. The task is: Predict the reaction yield, written as a fraction of the theoretical maximum amount of product (1.0 means a 100% yield; for example, 0.34 means a 34% yield). The yield is 0.0700. The catalyst is C1COCC1. The product is [F:26][C:24]1[CH:23]=[CH:22][C:21]([N+:27]([O-:29])=[O:28])=[C:20]([NH:18][C:15]2[CH:14]=[CH:13][C:12]([F:11])=[CH:17][N:16]=2)[CH:25]=1. The reactants are [Li+].C[Si]([N-][Si](C)(C)C)(C)C.[F:11][C:12]1[CH:13]=[CH:14][C:15]([NH2:18])=[N:16][CH:17]=1.F[C:20]1[CH:25]=[C:24]([F:26])[CH:23]=[CH:22][C:21]=1[N+:27]([O-:29])=[O:28].[NH4+].[Cl-].